Dataset: Forward reaction prediction with 1.9M reactions from USPTO patents (1976-2016). Task: Predict the product of the given reaction. Given the reactants Br[C:2]1[CH:3]=[C:4]([CH:7]=[O:8])[S:5][CH:6]=1.[OH:9][CH2:10][C:11]1[CH:16]=[CH:15][C:14](B(O)O)=[CH:13][CH:12]=1.C(=O)([O-])O.[Na+].O, predict the reaction product. The product is: [OH:9][CH2:10][C:11]1[CH:16]=[CH:15][C:14]([C:2]2[CH:3]=[C:4]([CH:7]=[O:8])[S:5][CH:6]=2)=[CH:13][CH:12]=1.